This data is from Forward reaction prediction with 1.9M reactions from USPTO patents (1976-2016). The task is: Predict the product of the given reaction. Given the reactants [CH3:1][O:2][C:3]1[CH:8]=[CH:7][C:6]([NH:9][C:10](=[NH:20])[CH2:11][C:12](=[O:19])[C:13]2[CH:18]=[CH:17][CH:16]=[CH:15][CH:14]=2)=[CH:5][CH:4]=1.[C:21](OC)(=[O:24])[C:22]#[CH:23], predict the reaction product. The product is: [NH2:20][C:10]1[N:9]([C:6]2[CH:5]=[CH:4][C:3]([O:2][CH3:1])=[CH:8][CH:7]=2)[C:21](=[O:24])[CH:22]=[CH:23][C:11]=1[C:12](=[O:19])[C:13]1[CH:14]=[CH:15][CH:16]=[CH:17][CH:18]=1.